The task is: Predict the product of the given reaction.. This data is from Forward reaction prediction with 1.9M reactions from USPTO patents (1976-2016). (1) Given the reactants [CH3:1][O:2][CH2:3][C@H:4]([CH3:36])[O:5][C:6]1[CH:7]=[C:8]([C:23]2[NH:27][C:26]([C:28]3[S:29][C:30]([C:33](O)=[O:34])=[CH:31][N:32]=3)=[CH:25][CH:24]=2)[CH:9]=[C:10]([O:12][C:13]2[CH:18]=[CH:17][C:16]([S:19]([CH3:22])(=[O:21])=[O:20])=[CH:15][CH:14]=2)[CH:11]=1.Cl.[CH3:38][NH:39][CH3:40].CN(C(ON1N=NC2C=CC=NC1=2)=[N+](C)C)C.F[P-](F)(F)(F)(F)F.C(N(CC)C(C)C)(C)C, predict the reaction product. The product is: [CH3:1][O:2][CH2:3][C@H:4]([CH3:36])[O:5][C:6]1[CH:7]=[C:8]([C:23]2[NH:27][C:26]([C:28]3[S:29][C:30]([C:33]([N:39]([CH3:40])[CH3:38])=[O:34])=[CH:31][N:32]=3)=[CH:25][CH:24]=2)[CH:9]=[C:10]([O:12][C:13]2[CH:14]=[CH:15][C:16]([S:19]([CH3:22])(=[O:21])=[O:20])=[CH:17][CH:18]=2)[CH:11]=1. (2) Given the reactants [Cl:1][C:2]1[CH:3]=[C:4]([C:8]2[C:17]3[C:12](=[CH:13][CH:14]=[C:15]([C:18]([C:20]4[CH:24]=[CH:23][O:22][CH:21]=4)=[O:19])[CH:16]=3)[NH:11][C:10](=[O:25])[CH:9]=2)[CH:5]=[CH:6][CH:7]=1.[H-].[Na+].I[CH3:29].O, predict the reaction product. The product is: [Cl:1][C:2]1[CH:3]=[C:4]([C:8]2[C:17]3[C:12](=[CH:13][CH:14]=[C:15]([C:18]([C:20]4[CH:24]=[CH:23][O:22][CH:21]=4)=[O:19])[CH:16]=3)[N:11]([CH3:29])[C:10](=[O:25])[CH:9]=2)[CH:5]=[CH:6][CH:7]=1. (3) Given the reactants [C:1]([O:5][C:6]([N:8]1[CH2:13][CH2:12][N:11]([C:14](=[O:58])[C@@H:15]([NH:40]C(OCC2C3C=CC=CC=3C3C2=CC=CC=3)=O)[CH2:16][CH2:17][CH2:18][NH:19]/[C:20](/[NH2:39])=[N:21]/[S:22]([C:25]2[C:26]([CH3:38])=[C:27]([CH3:37])[C:28]3[O:32][C:31]([CH3:34])([CH3:33])[CH2:30][C:29]=3[C:35]=2[CH3:36])(=[O:24])=[O:23])[CH2:10][CH2:9]1)=[O:7])([CH3:4])([CH3:3])[CH3:2].N1CCCCC1, predict the reaction product. The product is: [C:1]([O:5][C:6]([N:8]1[CH2:13][CH2:12][N:11]([C:14](=[O:58])[C@@H:15]([NH2:40])[CH2:16][CH2:17][CH2:18][NH:19]/[C:20](/[NH2:39])=[N:21]/[S:22]([C:25]2[C:26]([CH3:38])=[C:27]([CH3:37])[C:28]3[O:32][C:31]([CH3:33])([CH3:34])[CH2:30][C:29]=3[C:35]=2[CH3:36])(=[O:23])=[O:24])[CH2:10][CH2:9]1)=[O:7])([CH3:4])([CH3:2])[CH3:3]. (4) Given the reactants Cl.[CH3:2][C:3]1([C:17]([O:19]CC)=[O:18])[CH2:8][CH2:7][N:6]([C:9]2[CH2:16][C:12]3([CH2:15][NH:14][CH2:13]3)[O:11][N:10]=2)[CH2:5][CH2:4]1.[NH:22]([C:29]1[S:30][C:31]([CH:35]=O)=[C:32]([Cl:34])[N:33]=1)[C:23]1[CH:28]=[CH:27][CH:26]=[CH:25][CH:24]=1, predict the reaction product. The product is: [NH:22]([C:29]1[S:30][C:31]([CH2:35][N:14]2[CH2:15][C:12]3([CH2:16][C:9]([N:6]4[CH2:7][CH2:8][C:3]([CH3:2])([C:17]([OH:19])=[O:18])[CH2:4][CH2:5]4)=[N:10][O:11]3)[CH2:13]2)=[C:32]([Cl:34])[N:33]=1)[C:23]1[CH:28]=[CH:27][CH:26]=[CH:25][CH:24]=1. (5) The product is: [CH2:39]([S:36]([N:35]([CH2:49][C:50]([O:52][C:53]([CH3:56])([CH3:55])[CH3:54])=[O:51])[C:33]([CH:30]1[CH2:29][CH2:28][N:27]([C:22]2[C:23]([C:25]#[N:26])=[CH:24][C:19]([C:18]([O:17][CH2:15][CH3:16])=[O:47])=[C:20]([CH3:46])[N:21]=2)[CH2:32][CH2:31]1)=[O:34])(=[O:37])=[O:38])[C:40]1[CH:45]=[CH:44][CH:43]=[CH:42][CH:41]=1. Given the reactants ClCC(O)=O.CCN(C(C)C)C(C)C.[CH2:15]([O:17][C:18](=[O:47])[C:19]1[CH:24]=[C:23]([C:25]#[N:26])[C:22]([N:27]2[CH2:32][CH2:31][CH:30]([C:33]([NH:35][S:36]([CH2:39][C:40]3[CH:45]=[CH:44][CH:43]=[CH:42][CH:41]=3)(=[O:38])=[O:37])=[O:34])[CH2:29][CH2:28]2)=[N:21][C:20]=1[CH3:46])[CH3:16].Cl[CH2:49][C:50]([O:52][C:53]([CH3:56])([CH3:55])[CH3:54])=[O:51], predict the reaction product.